From a dataset of Forward reaction prediction with 1.9M reactions from USPTO patents (1976-2016). Predict the product of the given reaction. (1) Given the reactants [CH:1]([C:4]1[CH:9]=[C:8]([O:10][CH3:11])[C:7]([N:12]2[CH2:17][CH2:16][NH:15][CH2:14][CH2:13]2)=[CH:6][C:5]=1[OH:18])([CH3:3])[CH3:2].C(N(CC)CC)C.[CH3:26][S:27](Cl)(=[O:29])=[O:28], predict the reaction product. The product is: [CH:1]([C:4]1[CH:9]=[C:8]([O:10][CH3:11])[C:7]([N:12]2[CH2:13][CH2:14][N:15]([S:27]([CH3:26])(=[O:29])=[O:28])[CH2:16][CH2:17]2)=[CH:6][C:5]=1[OH:18])([CH3:3])[CH3:2]. (2) Given the reactants [OH:1][CH2:2][CH2:3][C:4]([OH:6])=[O:5].[CH2:7]1[CH2:12][O:11][CH:10]=[CH:9][CH2:8]1.CC1C=CC(S([O-])(=O)=O)=CC=1.C1C=C[NH+]=CC=1, predict the reaction product. The product is: [O:11]1[CH2:12][CH2:7][CH2:8][CH2:9][CH:10]1[O:1][CH2:2][CH2:3][C:4]([OH:6])=[O:5].